Dataset: Forward reaction prediction with 1.9M reactions from USPTO patents (1976-2016). Task: Predict the product of the given reaction. (1) Given the reactants [NH2:1][C:2]1[C:3]2[C:4](=[O:20])[C:5]([C:17]([OH:19])=[O:18])=[CH:6][N:7]([CH2:15][CH3:16])[C:8]=2[CH:9]=[C:10]2[O:14][CH2:13][O:12][C:11]=12.[ClH:21].[N:22]([O-])=O.[Na+], predict the reaction product. The product is: [C:17]([C:5]1[C:4](=[O:20])[C:3]2[C:2]([N+:1]#[N:22])=[C:11]3[O:12][CH2:13][O:14][C:10]3=[CH:9][C:8]=2[N:7]([CH2:15][CH3:16])[CH:6]=1)([OH:19])=[O:18].[Cl-:21]. (2) Given the reactants C(O[C@]1(C)[C@H:12]([CH2:13]OS(C(F)(F)F)(=O)=O)[N:11]([C:22]2[CH:27]=[CH:26][C:25]([O:28][CH3:29])=[CH:24][CH:23]=2)[C:10]1=[O:30])C1C=CC=CC=1.[F-:32].[CH2:33]([N+](CCCC)(CCCC)CCCC)[CH2:34][CH2:35]C.O.[C:51]([O:54][CH2:55][CH3:56])(=O)[CH3:52].[C:57](#N)[CH3:58], predict the reaction product. The product is: [CH2:55]([O:54][C@:51]1([CH3:52])[C@H:12]([CH2:13][F:32])[N:11]([C:22]2[CH:23]=[CH:24][C:25]([O:28][CH3:29])=[CH:26][CH:27]=2)[C:10]1=[O:30])[C:56]1[CH:58]=[CH:57][CH:35]=[CH:34][CH:33]=1. (3) Given the reactants C([O-])([O-])=O.[Na+].[Na+].[NH2:7][C:8]1[CH:16]=[C:15]([Cl:17])[CH:14]=[CH:13][C:9]=1[C:10]([OH:12])=[O:11].[Cl:18][C:19]1[CH:24]=[CH:23][C:22]([S:25](Cl)(=[O:27])=[O:26])=[CH:21][C:20]=1[C:29]([F:32])([F:31])[F:30].Cl, predict the reaction product. The product is: [Cl:17][C:15]1[CH:14]=[CH:13][C:9]([C:10]([OH:12])=[O:11])=[C:8]([NH:7][S:25]([C:22]2[CH:23]=[CH:24][C:19]([Cl:18])=[C:20]([C:29]([F:32])([F:30])[F:31])[CH:21]=2)(=[O:27])=[O:26])[CH:16]=1. (4) Given the reactants [S:1]1[C:5]2[C:6](=[O:9])[NH:7][CH2:8][C:4]=2[CH:3]=[CH:2]1.[Br:10]Br, predict the reaction product. The product is: [Br:10][C:2]1[S:1][C:5]2[C:6](=[O:9])[NH:7][CH2:8][C:4]=2[CH:3]=1. (5) Given the reactants [CH2:1]([N:8]1[CH:12]=[C:11]([C:13](OCC)=[O:14])[C:10]([O:18][CH2:19][C:20]2[CH:25]=[CH:24][C:23]([O:26][CH2:27][C:28]3[N:29]=[C:30]([C:34]4[O:35][CH:36]=[CH:37][CH:38]=4)[O:31][C:32]=3[CH3:33])=[C:22]([OH:39])[CH:21]=2)=[N:9]1)[C:2]1[CH:7]=[CH:6][CH:5]=[CH:4][CH:3]=1.[H-].[Al+3].[Li+].[H-].[H-].[H-].O.O.O.O.O.O.O.O.O.O.S([O-])([O-])(=O)=O.[Na+].[Na+], predict the reaction product. The product is: [CH2:1]([N:8]1[CH:12]=[C:11]([CH2:13][OH:14])[C:10]([O:18][CH2:19][C:20]2[CH:25]=[CH:24][C:23]([O:26][CH2:27][C:28]3[N:29]=[C:30]([C:34]4[O:35][CH:36]=[CH:37][CH:38]=4)[O:31][C:32]=3[CH3:33])=[C:22]([OH:39])[CH:21]=2)=[N:9]1)[C:2]1[CH:3]=[CH:4][CH:5]=[CH:6][CH:7]=1. (6) Given the reactants [F:1][C:2]1[CH:10]=[C:9]2[C:5]([CH:6]=[CH:7][NH:8]2)=[CH:4][CH:3]=1.Cl.O.[NH:13]1[CH2:18][CH2:17][C:16](=O)[CH2:15][CH2:14]1, predict the reaction product. The product is: [F:1][C:2]1[CH:10]=[C:9]2[C:5]([C:6]([CH:16]3[CH2:17][CH2:18][NH:13][CH2:14][CH2:15]3)=[CH:7][NH:8]2)=[CH:4][CH:3]=1.